From a dataset of Catalyst prediction with 721,799 reactions and 888 catalyst types from USPTO. Predict which catalyst facilitates the given reaction. (1) Reactant: N1C(Cl)=NC(Cl)=NC=1[Cl:3].CN(C)C=O.[Cl:15][C:16]1[C:17]([CH3:39])=[C:18]([C:28]2[CH:29]=[CH:30][C:31]([C:34]([N:36]([CH3:38])[CH3:37])=[O:35])=[N:32][CH:33]=2)[C:19]([O:25][CH2:26][CH3:27])=[C:20]([CH:22](O)[CH3:23])[CH:21]=1. Product: [Cl:15][C:16]1[C:17]([CH3:39])=[C:18]([C:28]2[CH:29]=[CH:30][C:31]([C:34]([N:36]([CH3:38])[CH3:37])=[O:35])=[N:32][CH:33]=2)[C:19]([O:25][CH2:26][CH3:27])=[C:20]([CH:22]([Cl:3])[CH3:23])[CH:21]=1. The catalyst class is: 4. (2) Reactant: [C:1]([C:5]1[CH:9]=[C:8]([NH:10][C:11](=[O:18])OCC(Cl)(Cl)Cl)[N:7]([CH3:19])[N:6]=1)([CH3:4])([CH3:3])[CH3:2].[C:20]1([C:26]2[N:30]=[C:29]([N:31]3[CH2:36][CH2:35][NH:34][CH2:33][CH2:32]3)[S:28][N:27]=2)[CH:25]=[CH:24][CH:23]=[CH:22][CH:21]=1.C(N(C(C)C)CC)(C)C.O. Product: [C:1]([C:5]1[CH:9]=[C:8]([NH:10][C:11]([N:34]2[CH2:35][CH2:36][N:31]([C:29]3[S:28][N:27]=[C:26]([C:20]4[CH:25]=[CH:24][CH:23]=[CH:22][CH:21]=4)[N:30]=3)[CH2:32][CH2:33]2)=[O:18])[N:7]([CH3:19])[N:6]=1)([CH3:2])([CH3:3])[CH3:4]. The catalyst class is: 16. (3) Reactant: [CH:1]1([NH:4][C:5](=[O:39])[CH2:6][O:7][C:8]2[CH:9]=[C:10]([S:14]([N:17]3[C:21]([C:22]4[CH:27]=[CH:26][CH:25]=[CH:24][C:23]=4[F:28])=[CH:20][C:19]([CH2:29][N:30](C)[C:31](=O)OC(C)(C)C)=[CH:18]3)(=[O:16])=[O:15])[CH:11]=[CH:12][CH:13]=2)[CH2:3][CH2:2]1.FC(F)(F)C(O)=O. Product: [CH:1]1([NH:4][C:5](=[O:39])[CH2:6][O:7][C:8]2[CH:13]=[CH:12][CH:11]=[C:10]([S:14]([N:17]3[CH:18]=[C:19]([CH2:29][NH:30][CH3:31])[CH:20]=[C:21]3[C:22]3[CH:27]=[CH:26][CH:25]=[CH:24][C:23]=3[F:28])(=[O:16])=[O:15])[CH:9]=2)[CH2:2][CH2:3]1. The catalyst class is: 4. (4) Reactant: S(OC)(O[CH3:5])(=O)=O.[F:8][C:9]1[CH:14]=[C:13]([F:15])[CH:12]=[CH:11][C:10]=1[N:16]1[C:24](=[O:25])[C:23]2[C@@H:22]3[C:26]([CH3:28])([CH3:27])[C@@:19]([CH3:29])([CH2:20][CH2:21]3)[C:18]=2[NH:17]1. Product: [F:8][C:9]1[CH:14]=[C:13]([F:15])[CH:12]=[CH:11][C:10]=1[N:16]1[C:24](=[O:25])[C:23]2[C@@H:22]3[C:26]([CH3:28])([CH3:27])[C@@:19]([CH3:29])([CH2:20][CH2:21]3)[C:18]=2[N:17]1[CH3:5]. The catalyst class is: 74. (5) Reactant: [F:1][C:2]1[CH:7]=[CH:6][C:5]([C:8](=[O:20])/[CH:9]=[CH:10]/[C:11]2[CH:16]=[CH:15][C:14]([N+:17]([O-])=O)=[CH:13][CH:12]=2)=[CH:4][CH:3]=1.Cl[Sn]Cl.[OH-].[Na+]. Product: [NH2:17][C:14]1[CH:15]=[CH:16][C:11](/[CH:10]=[CH:9]/[C:8]([C:5]2[CH:4]=[CH:3][C:2]([F:1])=[CH:7][CH:6]=2)=[O:20])=[CH:12][CH:13]=1. The catalyst class is: 8. (6) Reactant: C1(P(C2C=CC=CC=2)C2C=CC=CC=2)C=CC=CC=1.[NH2:20][C:21]1[CH:25]=[C:24]([OH:26])[NH:23][N:22]=1.[O:27]1[CH:31]=[CH:30][C:29]([CH2:32]O)=[CH:28]1. Product: [O:27]1[CH:31]=[CH:30][C:29]([CH2:32][O:26][C:24]2[NH:23][N:22]=[C:21]([NH2:20])[CH:25]=2)=[CH:28]1. The catalyst class is: 4. (7) Reactant: [F:1][C:2]1([F:29])[CH2:7][CH2:6][N:5]([C:8]([C:10]2[NH:11][C:12]3[C:17]([CH:18]=2)=[CH:16][C:15]([C:19]([N:21]2[CH2:25][CH2:24][CH:23]([N:26]([CH3:28])[CH3:27])[CH2:22]2)=[O:20])=[CH:14][CH:13]=3)=[O:9])[CH2:4][CH2:3]1.[Cl:30][C:31]1[CH:32]=[C:33](B(O)O)[CH:34]=[CH:35][CH:36]=1.N1C=CC=CC=1. Product: [Cl:30][C:31]1[CH:36]=[C:35]([N:11]2[C:12]3[C:17](=[CH:16][C:15]([C:19]([N:21]4[CH2:25][CH2:24][CH:23]([N:26]([CH3:27])[CH3:28])[CH2:22]4)=[O:20])=[CH:14][CH:13]=3)[CH:18]=[C:10]2[C:8]([N:5]2[CH2:6][CH2:7][C:2]([F:1])([F:29])[CH2:3][CH2:4]2)=[O:9])[CH:34]=[CH:33][CH:32]=1. The catalyst class is: 221. (8) Reactant: [O:1]=[C:2]1[CH:18]=[C:17]([CH:19]2[CH2:24][CH2:23][N:22](C(OC(C)(C)C)=O)[CH2:21][CH2:20]2)[N:5]2[N:6]=[C:7]3[C:12]([CH:11]=[CH:10][C:9]([C:13]([F:16])([F:15])[F:14])=[CH:8]3)=[C:4]2[NH:3]1.[ClH:32]. Product: [ClH:32].[NH:22]1[CH2:23][CH2:24][CH:19]([C:17]2[N:5]3[N:6]=[C:7]4[C:12]([CH:11]=[CH:10][C:9]([C:13]([F:14])([F:16])[F:15])=[CH:8]4)=[C:4]3[NH:3][C:2](=[O:1])[CH:18]=2)[CH2:20][CH2:21]1. The catalyst class is: 71. (9) Reactant: [F:1][CH:2]([F:21])[CH2:3][O:4][C:5]1[CH:15]=[C:14]([NH:16][CH3:17])[C:13]([N+:18]([O-:20])=[O:19])=[CH:12][C:6]=1[C:7]([O:9]CC)=[O:8].[OH-].[Na+]. Product: [F:1][CH:2]([F:21])[CH2:3][O:4][C:5]1[CH:15]=[C:14]([NH:16][CH3:17])[C:13]([N+:18]([O-:20])=[O:19])=[CH:12][C:6]=1[C:7]([OH:9])=[O:8]. The catalyst class is: 12. (10) Reactant: [Cl:1][CH2:2][CH2:3]/[C:4](/[C:19]1[CH:24]=[CH:23][CH:22]=[CH:21][CH:20]=1)=[C:5](/[C:12]1[CH:17]=[CH:16][C:15]([NH2:18])=[CH:14][CH:13]=1)\[C:6]1[CH:11]=[CH:10][CH:9]=[CH:8][CH:7]=1.Br[CH2:26][C:27]([O:29][CH2:30][CH3:31])=[O:28].C([O-])(=O)C.[Na+]. Product: [CH2:30]([O:29][C:27](=[O:28])[CH2:26][NH:18][C:15]1[CH:14]=[CH:13][C:12](/[C:5](/[C:6]2[CH:11]=[CH:10][CH:9]=[CH:8][CH:7]=2)=[C:4](\[C:19]2[CH:24]=[CH:23][CH:22]=[CH:21][CH:20]=2)/[CH2:3][CH2:2][Cl:1])=[CH:17][CH:16]=1)[CH3:31]. The catalyst class is: 8.